This data is from Full USPTO retrosynthesis dataset with 1.9M reactions from patents (1976-2016). The task is: Predict the reactants needed to synthesize the given product. (1) Given the product [C:35]([O:34][C:32](=[O:33])[NH:31][CH2:30][CH2:29][CH2:28][CH2:27][N:18]([CH2:17][C:9]1[NH:10][C:11]2[CH:16]=[CH:15][CH:14]=[CH:13][C:12]=2[N:8]=1)[CH2:19][C:20]1[C:25]([CH3:26])=[CH:24][CH:23]=[CH:22][N:21]=1)([CH3:38])([CH3:36])[CH3:37], predict the reactants needed to synthesize it. The reactants are: C(OC([N:8]1[C:12]2[CH:13]=[CH:14][CH:15]=[CH:16][C:11]=2[N:10]=[C:9]1[CH2:17][N:18]([CH2:27][CH2:28][CH2:29][CH2:30][NH:31][C:32]([O:34][C:35]([CH3:38])([CH3:37])[CH3:36])=[O:33])[CH2:19][C:20]1[C:25]([CH3:26])=[CH:24][CH:23]=[CH:22][N:21]=1)=O)(C)(C)C.NN. (2) Given the product [CH3:19][O:18][C:14]1[CH:15]=[CH:16][CH:17]=[C:3]([O:2][CH3:1])[C:4]=1[O:5][CH2:6][C@H:7]([OH:8])[CH2:11][OH:10], predict the reactants needed to synthesize it. The reactants are: [CH3:1][O:2][C:3]1[CH:17]=[CH:16][CH:15]=[C:14]([O:18][CH3:19])[C:4]=1[O:5][CH2:6][C@H:7]1[CH2:11][O:10]C(C)(C)[O:8]1. (3) Given the product [OH:31][CH2:28][C:29]#[C:30][C:7]1[CH:16]=[C:15]2[C:10]([CH:11]=[C:12]([C:18]3[CH:23]=[CH:22][C:21]([O:24][CH3:25])=[CH:20][CH:19]=3)[C:13](=[O:17])[O:14]2)=[CH:9][CH:8]=1, predict the reactants needed to synthesize it. The reactants are: FC(F)(F)S(O[C:7]1[CH:16]=[C:15]2[C:10]([CH:11]=[C:12]([C:18]3[CH:23]=[CH:22][C:21]([O:24][CH3:25])=[CH:20][CH:19]=3)[C:13](=[O:17])[O:14]2)=[CH:9][CH:8]=1)(=O)=O.[C:28]([OH:31])#[C:29][CH3:30].C(=O)([O-])[O-].[Cs+].[Cs+].Cl. (4) Given the product [Cl:1][C:2]1[CH:3]=[C:4]([CH:8]([NH:16][C:18]2[NH:19][CH2:20][CH2:21][N:17]=2)[CH2:9][C:10]2[CH:11]=[CH:12][CH:13]=[CH:14][CH:15]=2)[CH:5]=[CH:6][CH:7]=1, predict the reactants needed to synthesize it. The reactants are: [Cl:1][C:2]1[CH:3]=[C:4]([CH:8]([NH2:16])[CH2:9][C:10]2[CH:15]=[CH:14][CH:13]=[CH:12][CH:11]=2)[CH:5]=[CH:6][CH:7]=1.[NH:17]1[CH2:21][CH2:20][N:19]=[C:18]1S(O)(=O)=O.C(N(CC)CC)C. (5) The reactants are: [CH2:1]([N:4]([CH2:26][CH2:27][CH3:28])[C:5]([C:7]1[CH:8]=[C:9]([CH:14]=[C:15](B2OC(C)(C)C(C)(C)O2)[CH:16]=1)[C:10]([O:12][CH3:13])=[O:11])=[O:6])[CH2:2][CH3:3].[CH3:29][N:30]([S:32]([C:35]1[CH:40]=[CH:39][C:38](Br)=[CH:37][CH:36]=1)(=[O:34])=[O:33])[CH3:31].C(=O)([O-])[O-].[Na+].[Na+]. Given the product [CH3:29][N:30]([CH3:31])[S:32]([C:35]1[CH:36]=[CH:37][C:38]([C:15]2[CH:16]=[C:7]([C:5]([N:4]([CH2:1][CH2:2][CH3:3])[CH2:26][CH2:27][CH3:28])=[O:6])[CH:8]=[C:9]([C:10]([O:12][CH3:13])=[O:11])[CH:14]=2)=[CH:39][CH:40]=1)(=[O:33])=[O:34], predict the reactants needed to synthesize it. (6) Given the product [NH2:18][C:17]1[S:5][C:6]2[CH2:2][CH:1]([CH2:19][C:20]3[CH:25]=[CH:24][CH:23]=[CH:22][CH:21]=3)[CH2:4][CH2:8][C:7]=2[C:16]=1[C:14]([C:10]1[S:9][CH:13]=[CH:12][CH:11]=1)=[O:15], predict the reactants needed to synthesize it. The reactants are: [C:1]([C:4]1[S:5][CH:6]=[CH:7][CH:8]=1)(=O)[CH3:2].[S:9]1[CH:13]=[CH:12][CH:11]=[C:10]1[C:14]([CH2:16][C:17]#[N:18])=[O:15].[CH2:19](C1CCC(=O)CC1)[C:20]1[CH:25]=[CH:24][CH:23]=[CH:22][CH:21]=1.N1CCOCC1.[S]. (7) Given the product [C:1]([O:5][C:6]([N:8]1[CH2:9][CH:10]([CH2:15][C:16]2[CH:17]=[C:18]([F:23])[CH:19]=[C:20]([F:22])[CH:21]=2)[CH:11]([CH2:13][NH:34][CH2:33][CH2:32][CH2:31][C:29]([O:28][C:25]([CH3:24])([CH3:26])[CH3:27])=[O:30])[CH2:12]1)=[O:7])([CH3:4])([CH3:2])[CH3:3], predict the reactants needed to synthesize it. The reactants are: [C:1]([O:5][C:6]([N:8]1[CH2:12][CH:11]([CH:13]=O)[CH:10]([CH2:15][C:16]2[CH:21]=[C:20]([F:22])[CH:19]=[C:18]([F:23])[CH:17]=2)[CH2:9]1)=[O:7])([CH3:4])([CH3:3])[CH3:2].[CH3:24][C:25]([O:28][C:29]([CH2:31][CH2:32][CH2:33][NH2:34])=[O:30])([CH3:27])[CH3:26].Cl.CCN(CC)CC.[BH-](OC(C)=O)(OC(C)=O)OC(C)=O.[Na+].CC(O)=O.